Dataset: Reaction yield outcomes from USPTO patents with 853,638 reactions. Task: Predict the reaction yield, written as a fraction of the theoretical maximum amount of product (1.0 means a 100% yield; for example, 0.34 means a 34% yield). (1) The reactants are [C:1]([O:5][C:6]([NH:8][C@@H:9]([C@@H:14]([O:16][C@@H:17]([CH2:19][CH2:20][CH:21]=[CH2:22])[CH3:18])[CH3:15])[C:10]([O:12]C)=[O:11])=[O:7])([CH3:4])([CH3:3])[CH3:2].CO.O.[Li+].[OH-]. The catalyst is C1COCC1. The product is [C:1]([O:5][C:6]([NH:8][C@@H:9]([C@@H:14]([O:16][C@@H:17]([CH2:19][CH2:20][CH:21]=[CH2:22])[CH3:18])[CH3:15])[C:10]([OH:12])=[O:11])=[O:7])([CH3:2])([CH3:4])[CH3:3]. The yield is 0.910. (2) The reactants are [Br:1][C:2]1[CH:3]=[CH:4][C:5]([Cl:19])=[C:6]([C:8]([C:10]2[CH:15]=[CH:14][C:13]([O:16][CH2:17][CH3:18])=[CH:12][CH:11]=2)=O)[CH:7]=1.C([SiH](CC)CC)C.FC(F)(F)S(O)(=O)=O. The catalyst is FC(F)(F)C(O)=O. The product is [Br:1][C:2]1[CH:3]=[CH:4][C:5]([Cl:19])=[C:6]([CH2:8][C:10]2[CH:15]=[CH:14][C:13]([O:16][CH2:17][CH3:18])=[CH:12][CH:11]=2)[CH:7]=1. The yield is 0.940. (3) The reactants are [CH3:1][O:2][C:3]1[CH:4]=[CH:5][C:6]([CH3:10])=[C:7]([CH:9]=1)N.Cl.N([O-])=O.[Na+].[H+].[B-](F)(F)(F)[F:18]. The catalyst is O. The product is [F:18][C:7]1[CH:9]=[C:3]([O:2][CH3:1])[CH:4]=[CH:5][C:6]=1[CH3:10]. The yield is 0.310. (4) The reactants are [C:1]([O:5][C:6]([C@@H:8]([CH2:13][C:14]1[CH:22]=[C:21]([F:23])[C:17]2[O:18][CH2:19][O:20][C:16]=2[CH:15]=1)[C:9]([O:11]C)=[O:10])=[O:7])([CH3:4])([CH3:3])[CH3:2].[Li+].[OH-]. The catalyst is C1COCC1. The product is [C:1]([O:5][C:6]([C@@H:8]([CH2:13][C:14]1[CH:22]=[C:21]([F:23])[C:17]2[O:18][CH2:19][O:20][C:16]=2[CH:15]=1)[C:9]([OH:11])=[O:10])=[O:7])([CH3:4])([CH3:2])[CH3:3]. The yield is 0.980.